This data is from Catalyst prediction with 721,799 reactions and 888 catalyst types from USPTO. The task is: Predict which catalyst facilitates the given reaction. Reactant: [CH3:1][O:2][C:3]1[CH:11]=[C:10]([NH:12][C:13]([NH:15][C:16]2[CH:21]=[CH:20][CH:19]=[C:18]([O:22][C:23]3[CH:28]=[CH:27][CH:26]=[CH:25][CH:24]=3)[CH:17]=2)=[O:14])[CH:9]=[CH:8][C:4]=1[C:5]([OH:7])=O.C1C=C[C:32]2[N:37](O)N=N[C:33]=2[CH:34]=1.CCN=C=NCCCN(C)C.[CH:50]([N:53](C(C)C)[CH2:54]C)([CH3:52])[CH3:51]. Product: [CH:50]([N:53]([CH3:54])[CH2:34][CH2:33][CH2:32][NH:37][C:5](=[O:7])[C:4]1[CH:8]=[CH:9][C:10]([NH:12][C:13]([NH:15][C:16]2[CH:21]=[CH:20][CH:19]=[C:18]([O:22][C:23]3[CH:24]=[CH:25][CH:26]=[CH:27][CH:28]=3)[CH:17]=2)=[O:14])=[CH:11][C:3]=1[O:2][CH3:1])([CH3:52])[CH3:51]. The catalyst class is: 317.